Dataset: Full USPTO retrosynthesis dataset with 1.9M reactions from patents (1976-2016). Task: Predict the reactants needed to synthesize the given product. (1) Given the product [ClH:30].[Cl:30][C:31]1[CH:39]=[CH:38][C:34]([C:35]([NH:1][C:2]2[CH:7]=[CH:6][CH:5]=[C:4]([OH:8])[C:3]=2[NH:9][C:10](=[O:29])[C:11]2[CH:12]=[CH:13][C:14]([C:17]3[C:18](=[O:28])[N:19]([CH2:23][CH2:24][N:25]([CH3:26])[CH3:27])[CH:20]=[CH:21][CH:22]=3)=[CH:15][CH:16]=2)=[O:36])=[CH:33][CH:32]=1, predict the reactants needed to synthesize it. The reactants are: [NH2:1][C:2]1[CH:7]=[CH:6][CH:5]=[C:4]([OH:8])[C:3]=1[NH:9][C:10](=[O:29])[C:11]1[CH:16]=[CH:15][C:14]([C:17]2[C:18](=[O:28])[N:19]([CH2:23][CH2:24][N:25]([CH3:27])[CH3:26])[CH:20]=[CH:21][CH:22]=2)=[CH:13][CH:12]=1.[Cl:30][C:31]1[CH:39]=[CH:38][C:34]([C:35](Cl)=[O:36])=[CH:33][CH:32]=1. (2) Given the product [Br:1][C:2]1[CH:14]=[CH:13][C:5]([O:6][CH2:7][C:8]2[S:9][CH:10]=[CH:11][N:12]=2)=[CH:4][C:3]=1[NH2:15], predict the reactants needed to synthesize it. The reactants are: [Br:1][C:2]1[CH:14]=[CH:13][C:5]([O:6][CH2:7][C:8]2[S:9][CH:10]=[CH:11][N:12]=2)=[CH:4][C:3]=1[N+:15]([O-])=O.[NH4+].[Cl-]. (3) Given the product [CH2:1]([C:3]1[N:7]([CH3:8])[C:6]2[CH:9]=[C:10]([N:13]3[CH:18]=[CH:17][C:16]([O:19][CH2:20][C:21]4[CH:25]=[CH:24][S:23][CH:22]=4)=[CH:15][C:14]3=[O:27])[CH:11]=[CH:12][C:5]=2[N:4]=1)[CH3:2], predict the reactants needed to synthesize it. The reactants are: [CH2:1]([C:3]1[N:7]([CH3:8])[C:6]2[CH:9]=[C:10]([N:13]3[CH:18]=[CH:17][C:16]([O:19][CH2:20][C:21]4[CH:25]=[C:24](F)[S:23][CH:22]=4)=[CH:15][C:14]3=[O:27])[CH:11]=[CH:12][C:5]=2[N:4]=1)[CH3:2].C(C1N(C)C2C=C(N3C=CC(OCC4C=CSC=4F)=CC3=O)C=CC=2N=1)C. (4) Given the product [NH2:30][CH2:29][CH2:28][CH2:27][N:11]1[C:10]([CH2:9][O:8][CH2:1][C:2]2[CH:3]=[CH:4][CH:5]=[CH:6][CH:7]=2)=[CH:14][S:13][C:12]1=[N:15][C:16]1[CH:17]=[CH:18][C:19]([O:22][C:23]([F:25])([F:26])[F:24])=[CH:20][CH:21]=1, predict the reactants needed to synthesize it. The reactants are: [CH2:1]([O:8][CH2:9][C:10]1[N:11]([CH2:27][CH2:28][CH2:29][NH:30]C(=O)OC(C)(C)C)[C:12](=[N:15][C:16]2[CH:21]=[CH:20][C:19]([O:22][C:23]([F:26])([F:25])[F:24])=[CH:18][CH:17]=2)[S:13][CH:14]=1)[C:2]1[CH:7]=[CH:6][CH:5]=[CH:4][CH:3]=1.Cl. (5) Given the product [Cl:1][C:2]1[C:3]([S:13][CH3:14])=[N:4][C:5]([C:8]2[O:9][C:10]([S:16]([Cl:15])(=[O:18])=[O:17])=[CH:11][CH:12]=2)=[N:6][CH:7]=1, predict the reactants needed to synthesize it. The reactants are: [Cl:1][C:2]1[C:3]([S:13][CH3:14])=[N:4][C:5]([C:8]2[O:9][CH:10]=[CH:11][CH:12]=2)=[N:6][CH:7]=1.[Cl:15][S:16](O)(=[O:18])=[O:17].